From a dataset of Reaction yield outcomes from USPTO patents with 853,638 reactions. Predict the reaction yield, written as a fraction of the theoretical maximum amount of product (1.0 means a 100% yield; for example, 0.34 means a 34% yield). (1) The reactants are [CH3:1][O:2][C:3](=[O:12])[CH2:4][C:5]1[CH:10]=[CH:9][C:8](Br)=[CH:7][CH:6]=1.C1(P(C2CCCCC2)C2C=CC=CC=2C2C(OC)=CC=CC=2OC)CCCCC1.P([O-])([O-])([O-])=O.[K+].[K+].[K+].[CH3:50][C:51]1[CH:52]=[C:53]([C:67]([C:72]2[CH:77]=[CH:76][C:75](/[CH:78]=[CH:79]/[C:80]([CH2:84][CH3:85])([OH:83])[CH2:81][CH3:82])=[C:74]([CH3:86])[CH:73]=2)([CH2:70][CH3:71])[CH2:68][CH3:69])[CH:54]=[C:55]([CH3:66])[C:56]=1B1OC(C)(C)C(C)(C)O1.[Cl-].[NH4+]. The catalyst is C1(C)C=CC=CC=1.C([O-])(=O)C.[Pd+2].C([O-])(=O)C.O. The product is [CH3:1][O:2][C:3](=[O:12])[CH2:4][C:5]1[CH:10]=[CH:9][C:8]([C:56]2[C:55]([CH3:66])=[CH:54][C:53]([C:67]([CH2:68][CH3:69])([C:72]3[CH:77]=[CH:76][C:75](/[CH:78]=[CH:79]/[C:80]([CH2:84][CH3:85])([OH:83])[CH2:81][CH3:82])=[C:74]([CH3:86])[CH:73]=3)[CH2:70][CH3:71])=[CH:52][C:51]=2[CH3:50])=[CH:7][CH:6]=1. The yield is 0.610. (2) The reactants are [C:1]([O:4][CH2:5][C:6]1[CH:32]=[CH:31][C:9]2[N:10]3[C:28]([C:29]#[N:30])=[CH:27][CH:26]=[C:11]3[C:12]3([CH2:18][CH2:17][N:16](C(OC(C)(C)C)=O)[CH2:15][CH2:14]3)[O:13][C:8]=2[CH:7]=1)(=[O:3])[CH3:2].C(O)(C(F)(F)F)=O. The catalyst is C(Cl)Cl. The product is [C:1]([O:4][CH2:5][C:6]1[CH:32]=[CH:31][C:9]2[N:10]3[C:28]([C:29]#[N:30])=[CH:27][CH:26]=[C:11]3[C:12]3([CH2:14][CH2:15][NH:16][CH2:17][CH2:18]3)[O:13][C:8]=2[CH:7]=1)(=[O:3])[CH3:2]. The yield is 0.620. (3) The reactants are [NH2:1][C:2]1[CH:10]=[CH:9][CH:8]=[C:7]2[C:3]=1[CH2:4][CH2:5][CH:6]2[N:11]1[CH2:16][CH2:15][N:14]([C:17]([O:19][CH3:20])=[O:18])[CH2:13][CH2:12]1.C(N(CC)CC)C.[CH3:28][C:29]1[CH:34]=[CH:33][C:32]([N:35]=[C:36]=[O:37])=[CH:31][N:30]=1. The catalyst is C(Cl)Cl. The product is [CH3:28][C:29]1[N:30]=[CH:31][C:32]([NH:35][C:36](=[O:37])[NH:1][C:2]2[CH:10]=[CH:9][CH:8]=[C:7]3[C:3]=2[CH2:4][CH2:5][CH:6]3[N:11]2[CH2:12][CH2:13][N:14]([C:17]([O:19][CH3:20])=[O:18])[CH2:15][CH2:16]2)=[CH:33][CH:34]=1. The yield is 0.510. (4) The reactants are [CH3:1][O:2][C:3]1[CH:4]=[C:5]2[C:10](=[CH:11][C:12]=1[O:13][CH3:14])[N:9]=[CH:8][CH:7]=[C:6]2[O:15][C:16]1[CH:21]=[CH:20][C:19]([OH:22])=[CH:18][CH:17]=1.[H-].[Na+].COC1C=C2C(=CC=1OC)N=[CH:32][CH:31]=[C:30]2[O:39][C:40]1[CH:45]=[CH:44][C:43](NC(NC2CCNCC2)=O)=[CH:42][CH:41]=1.[C:56](=O)([O-])[OH:57].[Na+]. The catalyst is CN(C)C=O. The product is [CH3:1][O:2][C:3]1[CH:4]=[C:5]2[C:10](=[CH:11][C:12]=1[O:13][CH3:14])[N:9]=[CH:8][CH:7]=[C:6]2[O:15][C:16]1[CH:17]=[CH:18][C:19]([O:22][CH2:32][CH2:31][CH2:30][O:39][C:40]2[CH:41]=[CH:42][C:43]([O:57][CH3:56])=[CH:44][CH:45]=2)=[CH:20][CH:21]=1. The yield is 0.970.